This data is from Experimentally validated miRNA-target interactions with 360,000+ pairs, plus equal number of negative samples. The task is: Binary Classification. Given a miRNA mature sequence and a target amino acid sequence, predict their likelihood of interaction. (1) The miRNA is mmu-miR-3057-3p with sequence UCCCACAGGCCCAGCUCAUAGC. The protein sequence of the target gene is MKKISLKTFRKSFNLSKSKDETEFMVVQPQSLAGDFVKDDSLFGSCYGKDMASCDIGSEDEKGKNRSKSESLMGTLKRRLSAKQKTKGKGGTASTDEDTFSSASAPGGLKDVRAPRPIRSTSLRSHHYSPTPWPLRPTSSEETCIKMEMRVKALVHAASPGPVNGVRKDLRELQPRELRDLQPEPRPESRCSPSSPGDLSLHLEEHVPVVIGLMSQDYLQYTVPLDDGMCPLEGPRSCCLDTSSPMEVSAVPLPGASGAFSEDDSHVDQDLVVGPEILVDSSVNNLLIGTTGVMLQSPRG.... Result: 0 (no interaction). (2) The miRNA is hsa-miR-222-5p with sequence CUCAGUAGCCAGUGUAGAUCCU. The protein sequence of the target gene is MTLKASEGESGGSMHTALSDLYLEHLLQKRSRPEAVSHPLNTVTEDMYTNGSPAPGSPAQVKGQEVRKVRLIQFEKVTEEPMGITLKLNEKQSCTVARILHGGMIHRQGSLHVGDEILEINGTNVTNHSVDQLQKAMKETKGMISLKVIPNQQSRLPALQMFMRAQFDYDPKKDNLIPCKEAGLKFATGDIIQIINKDDSNWWQGRVEGSSKESAGLIPSPELQEWRVASMAQSAPSEAPSCSPFGKKKKYKDKYLAKHSSIFDQLDVVSYEEVVRLPAFKRKTLVLIGASGVGRSHIKN.... Result: 0 (no interaction). (3) The miRNA is hsa-miR-1282 with sequence UCGUUUGCCUUUUUCUGCUU. Result: 0 (no interaction). The protein sequence of the target gene is MASEMEPEVQAIDRSLLECSAEEIAGRWLQATDLNREVYQHLAHCVPKIYCRGPNPFPQKEDTLAQHILLGPMEWYICAEDPALGFPKLEQANKPSHLCGRVFKVGEPTYSCRDCAVDPTCVLCMECFLGSIHRDHRYRMTTSGGGGFCDCGDTEAWKEGPYCQKHKLSSSEVVEEEDPLVHLSEDVIARTYNIFAIMFRYAVDILTWEKESELPEDLEVAEKSDTYYCMLFNDEVHTYEQVIYTLQKAVNCTQKEAIGFATTVDRDGRRSVRYGDFQYCDQAKTVIVRNTSRQTKPLKV.... (4) The miRNA is hsa-miR-4307 with sequence AAUGUUUUUUCCUGUUUCC. The protein sequence of the target gene is MYKRNGLMASVLVTSATPQGSSSSDSLEGQSCDYASKSYDAVVFDVLKVTPEEFASQITLMDIPVFKAIQPEELASCGWSKKEKHSLAPNVVAFTRRFNQVSFWVVREILTAQTLKIRAEILSHFVKIAKKLLELNNLHSLMSVVSALQSAPIFRLTKTWALLNRKDKTTFEKLDYLMSKEDNYKRTREYIRSLKMVPSIPYLGIYLLDLIYIDSAYPASGSIMENEQRSNQMNNILRIIADLQVSCSYDHLTTLPHVQKYLKSVRYIEELQKFVEDDNYKLSLRIEPGSSSPRLVSSKE.... Result: 0 (no interaction). (5) The miRNA is hsa-miR-526b-3p with sequence GAAAGUGCUUCCUUUUAGAGGC. The protein sequence of the target gene is MVSQVLQLLRQGVWAALTGGWYHDPEQSKFTNSCHLYLWLFLLLLPLALHLAFPPNAIIVFFYCSAVTIFFTIIKLVSYRLHLMFDKGEVIQQKPSRKEEKPNKDKEAKGEHITNHRNPSNNRQIHNGKKEEASRNLSTPPLRCSSRGQSITSHHSSGPLELSAQETVEDLKGVILLEDHPIAPVSSTSPGIKVESLPASQAHMLETTTKSVIPVKPVATETLINGKGKERGGKGQPPLRHRSEGGLVDKGPLKKLPHLSLSQYDLLETDVSFQPWGSENSVLIPEPVSCPRGSIRERVQ.... Result: 1 (interaction).